Dataset: Full USPTO retrosynthesis dataset with 1.9M reactions from patents (1976-2016). Task: Predict the reactants needed to synthesize the given product. (1) Given the product [C:1](=[S:3])([S:4][CH2:7][CH2:8][C:9]([F:13])=[C:10]([F:12])[F:11])[NH2:2], predict the reactants needed to synthesize it. The reactants are: [C:1](=[S:4])([S-:3])[NH2:2].[NH4+].Br[CH2:7][CH2:8][C:9]([F:13])=[C:10]([F:12])[F:11]. (2) Given the product [ClH:33].[C:22]([C:18]1[CH:17]=[C:16]([O:15][C:11]2[CH:10]=[C:9]([CH:14]=[CH:13][CH:12]=2)[CH2:8][NH2:7])[CH:21]=[CH:20][CH:19]=1)#[CH:23], predict the reactants needed to synthesize it. The reactants are: C(OC(=O)[NH:7][CH2:8][C:9]1[CH:14]=[CH:13][CH:12]=[C:11]([O:15][C:16]2[CH:21]=[CH:20][CH:19]=[C:18]([C:22]#[CH:23])[CH:17]=2)[CH:10]=1)(C)(C)C.FC(F)(F)C(O)=O.C(Cl)(Cl)[Cl:33]. (3) Given the product [N:20]1[NH:19][N:18]=[N:17][C:16]=1[C:10]1[C:11]2[CH2:15][CH2:14][CH2:13][C:12]=2[NH:8][N:9]=1, predict the reactants needed to synthesize it. The reactants are: C([N:8]1[C:12]2[CH2:13][CH2:14][CH2:15][C:11]=2[C:10]([C:16]2[N:17]=[N:18][NH:19][N:20]=2)=[N:9]1)C1C=CC=CC=1. (4) Given the product [C:2]([NH:5][C:6]([CH:15]1[CH2:22][C:21]2[C:16]1=[CH:17][CH:18]=[CH:19][CH:20]=2)([C:12]#[N:13])[C:7]([O:9][CH2:10][CH3:11])=[O:8])(=[O:4])[CH3:3], predict the reactants needed to synthesize it. The reactants are: [Na].[C:2]([NH:5][CH:6]([C:12]#[N:13])[C:7]([O:9][CH2:10][CH3:11])=[O:8])(=[O:4])[CH3:3].Br[CH:15]1[CH2:22][C:21]2[C:16]1=[CH:17][CH:18]=[CH:19][CH:20]=2. (5) Given the product [Br:1][C:2]1[CH:3]=[C:4]([C:11]#[N:12])[C:5]2[CH:6]=[CH:7][N:8]([C:14]3[C:23]4[C:18](=[CH:19][CH:20]=[C:21]([Cl:24])[CH:22]=4)[N:17]=[C:16]([CH3:25])[C:15]=3[CH3:26])[C:9]=2[CH:10]=1, predict the reactants needed to synthesize it. The reactants are: [Br:1][C:2]1[CH:3]=[C:4]([C:11]#[N:12])[C:5]2[CH:6]=[CH:7][NH:8][C:9]=2[CH:10]=1.Cl[C:14]1[C:23]2[C:18](=[CH:19][CH:20]=[C:21]([Cl:24])[CH:22]=2)[N:17]=[C:16]([CH3:25])[C:15]=1[CH3:26].